The task is: Regression. Given a peptide amino acid sequence and an MHC pseudo amino acid sequence, predict their binding affinity value. This is MHC class I binding data.. This data is from Peptide-MHC class I binding affinity with 185,985 pairs from IEDB/IMGT. (1) The peptide sequence is RPALVVDTP. The MHC is HLA-B39:01 with pseudo-sequence HLA-B39:01. The binding affinity (normalized) is 0.0847. (2) The binding affinity (normalized) is 0.889. The peptide sequence is ILDQVPFSV. The MHC is HLA-A02:01 with pseudo-sequence HLA-A02:01.